Task: Predict the reactants needed to synthesize the given product.. Dataset: Retrosynthesis with 50K atom-mapped reactions and 10 reaction types from USPTO (1) Given the product Nc1ccc(C2CCN(Cc3ccccc3)C2)cc1F, predict the reactants needed to synthesize it. The reactants are: O=[N+]([O-])c1ccc(C2CCN(Cc3ccccc3)C2)cc1F. (2) Given the product CC(C)=NNc1cc2c(nn1)CCN(C(=O)c1ccc(Cl)cc1)C2, predict the reactants needed to synthesize it. The reactants are: CC(C)=O.NNc1cc2c(nn1)CCN(C(=O)c1ccc(Cl)cc1)C2. (3) Given the product COC(=O)c1ccc(-c2cc(NC(=O)c3ccoc3)ccc2C)cc1, predict the reactants needed to synthesize it. The reactants are: COC(=O)c1ccc(-c2cc(N)ccc2C)cc1.O=C(O)c1ccoc1. (4) Given the product CC(C)CNc1ccccc1CS(=O)c1nc2ncccc2[nH]1, predict the reactants needed to synthesize it. The reactants are: CC(C)CNc1ccccc1CSc1nc2ncccc2[nH]1.O=C([O-])O.